From a dataset of NCI-60 drug combinations with 297,098 pairs across 59 cell lines. Regression. Given two drug SMILES strings and cell line genomic features, predict the synergy score measuring deviation from expected non-interaction effect. (1) Drug 1: C1=C(C(=O)NC(=O)N1)N(CCCl)CCCl. Drug 2: C1C(C(OC1N2C=NC3=C(N=C(N=C32)Cl)N)CO)O. Cell line: NCI-H460. Synergy scores: CSS=30.4, Synergy_ZIP=-0.850, Synergy_Bliss=1.40, Synergy_Loewe=-1.18, Synergy_HSA=-0.482. (2) Synergy scores: CSS=-19.4, Synergy_ZIP=6.30, Synergy_Bliss=0.325, Synergy_Loewe=-4.90, Synergy_HSA=-10.2. Drug 1: CC1=C(C=C(C=C1)NC(=O)C2=CC=C(C=C2)CN3CCN(CC3)C)NC4=NC=CC(=N4)C5=CN=CC=C5. Cell line: SW-620. Drug 2: CC1=C(C=C(C=C1)C(=O)NC2=CC(=CC(=C2)C(F)(F)F)N3C=C(N=C3)C)NC4=NC=CC(=N4)C5=CN=CC=C5. (3) Drug 2: CCC1=C2CN3C(=CC4=C(C3=O)COC(=O)C4(CC)O)C2=NC5=C1C=C(C=C5)O. Cell line: LOX IMVI. Synergy scores: CSS=25.1, Synergy_ZIP=-1.15, Synergy_Bliss=-0.415, Synergy_Loewe=-31.9, Synergy_HSA=-3.85. Drug 1: CCCCCOC(=O)NC1=NC(=O)N(C=C1F)C2C(C(C(O2)C)O)O. (4) Synergy scores: CSS=73.0, Synergy_ZIP=5.36, Synergy_Bliss=5.81, Synergy_Loewe=7.62, Synergy_HSA=8.19. Drug 2: C1=NC(=NC(=O)N1C2C(C(C(O2)CO)O)O)N. Cell line: SR. Drug 1: CC1CCC2CC(C(=CC=CC=CC(CC(C(=O)C(C(C(=CC(C(=O)CC(OC(=O)C3CCCCN3C(=O)C(=O)C1(O2)O)C(C)CC4CCC(C(C4)OC)O)C)C)O)OC)C)C)C)OC. (5) Drug 1: CC1=CC2C(CCC3(C2CCC3(C(=O)C)OC(=O)C)C)C4(C1=CC(=O)CC4)C. Drug 2: CCN(CC)CCCC(C)NC1=C2C=C(C=CC2=NC3=C1C=CC(=C3)Cl)OC. Cell line: HS 578T. Synergy scores: CSS=9.86, Synergy_ZIP=-0.514, Synergy_Bliss=5.11, Synergy_Loewe=-6.33, Synergy_HSA=-0.445.